The task is: Predict which catalyst facilitates the given reaction.. This data is from Catalyst prediction with 721,799 reactions and 888 catalyst types from USPTO. (1) Reactant: [C:1]1([Mg]Cl)[CH:6]=[CH:5][CH:4]=[CH:3][CH:2]=1.[C:9]([N:15]1[C@@H:19]([C:20]2[CH:25]=[CH:24][CH:23]=[CH:22][CH:21]=2)[CH2:18][O:17][C:16]1=[O:26])(=[O:14])/[CH:10]=[CH:11]/[CH2:12][CH3:13]. Product: [C:20]1([C@H:19]2[CH2:18][O:17][C:16](=[O:26])[N:15]2[C:9](=[O:14])[CH2:10][C@H:11]([C:1]2[CH:6]=[CH:5][CH:4]=[CH:3][CH:2]=2)[CH2:12][CH3:13])[CH:21]=[CH:22][CH:23]=[CH:24][CH:25]=1. The catalyst class is: 7. (2) Reactant: [Cl:1][C:2]1[N:3]=[C:4](Cl)[C:5]2[CH:10]=[CH:9][NH:8][C:6]=2[N:7]=1.[NH2:12][C@@H:13]1[CH2:18][CH2:17][CH2:16][CH2:15][C@@H:14]1[NH2:19].C(N(CC)CC)C. Product: [Cl:1][C:2]1[N:3]=[C:4]([NH:12][CH:13]2[CH2:18][CH2:17][CH2:16][CH2:15][CH:14]2[NH2:19])[C:5]2[CH:10]=[CH:9][NH:8][C:6]=2[N:7]=1. The catalyst class is: 51. (3) Reactant: [N:1]1([C:6]2[CH:42]=[CH:41][C:9]([CH2:10][C:11]3[C:12](Cl)=[N:13][C:14]4[C:19]([C:20]=3[Cl:21])=[CH:18][C:17]([C:22]([C:34]3[N:38]([CH3:39])[CH:37]=[N:36][CH:35]=3)([C:24]3[CH:25]=[N:26][C:27]([C:30]([F:33])([F:32])[F:31])=[CH:28][CH:29]=3)[OH:23])=[CH:16][CH:15]=4)=[CH:8][CH:7]=2)[CH:5]=[CH:4][CH:3]=[N:2]1.[NH:43]1[CH2:46][CH2:45][CH2:44]1.CN(C)C=O. Product: [N:1]1([C:6]2[CH:42]=[CH:41][C:9]([CH2:10][C:11]3[C:12]([N:43]4[CH2:46][CH2:45][CH2:44]4)=[N:13][C:14]4[C:19]([C:20]=3[Cl:21])=[CH:18][C:17]([C:22]([C:34]3[N:38]([CH3:39])[CH:37]=[N:36][CH:35]=3)([C:24]3[CH:25]=[N:26][C:27]([C:30]([F:32])([F:31])[F:33])=[CH:28][CH:29]=3)[OH:23])=[CH:16][CH:15]=4)=[CH:8][CH:7]=2)[CH:5]=[CH:4][CH:3]=[N:2]1. The catalyst class is: 13. (4) Reactant: P([O-])([O-])([O-])=O.[K+].[K+].[K+].C1(C)C=CC=CC=1.[NH2:16][CH:17]([C:25]1[CH:30]=[CH:29][CH:28]=[CH:27][CH:26]=1)[CH2:18][C:19]([O:21]CCC)=[O:20]. Product: [NH2:16][C@H:17]([C:25]1[CH:30]=[CH:29][CH:28]=[CH:27][CH:26]=1)[CH2:18][C:19]([OH:21])=[O:20]. The catalyst class is: 21. (5) Reactant: [C:1]1([CH2:7][CH:8]=O)[CH:6]=[CH:5][CH:4]=[CH:3][CH:2]=1.[CH:10]([C:12]([CH3:14])=[O:13])=[CH2:11].S(=O)(=O)(O)O.C1(C)C=CC=CC=1. Product: [C:1]1([CH:7]2[CH2:8][CH2:14][C:12](=[O:13])[CH:10]=[CH:11]2)[CH:2]=[CH:3][CH:4]=[CH:5][CH:6]=1. The catalyst class is: 13.